From a dataset of NCI-60 drug combinations with 297,098 pairs across 59 cell lines. Regression. Given two drug SMILES strings and cell line genomic features, predict the synergy score measuring deviation from expected non-interaction effect. (1) Drug 1: CCC1=C2CN3C(=CC4=C(C3=O)COC(=O)C4(CC)O)C2=NC5=C1C=C(C=C5)O. Drug 2: CC1C(C(CC(O1)OC2CC(CC3=C2C(=C4C(=C3O)C(=O)C5=C(C4=O)C(=CC=C5)OC)O)(C(=O)CO)O)N)O.Cl. Cell line: UACC-257. Synergy scores: CSS=42.0, Synergy_ZIP=-0.581, Synergy_Bliss=0.560, Synergy_Loewe=2.80, Synergy_HSA=3.72. (2) Drug 1: CCC1=C2CN3C(=CC4=C(C3=O)COC(=O)C4(CC)O)C2=NC5=C1C=C(C=C5)O. Drug 2: C1=NC(=NC(=O)N1C2C(C(C(O2)CO)O)O)N. Cell line: SW-620. Synergy scores: CSS=44.2, Synergy_ZIP=-7.48, Synergy_Bliss=-4.87, Synergy_Loewe=-1.31, Synergy_HSA=1.15. (3) Cell line: SF-268. Synergy scores: CSS=8.29, Synergy_ZIP=-0.914, Synergy_Bliss=0.153, Synergy_Loewe=-3.07, Synergy_HSA=-1.85. Drug 2: C1CN1P(=S)(N2CC2)N3CC3. Drug 1: CC12CCC(CC1=CCC3C2CCC4(C3CC=C4C5=CN=CC=C5)C)O. (4) Synergy scores: CSS=4.95, Synergy_ZIP=-3.87, Synergy_Bliss=0.349, Synergy_Loewe=-3.78, Synergy_HSA=-1.09. Cell line: SNB-19. Drug 2: C1=CN(C=N1)CC(O)(P(=O)(O)O)P(=O)(O)O. Drug 1: C1=NC(=NC(=O)N1C2C(C(C(O2)CO)O)O)N. (5) Drug 1: CCC1(CC2CC(C3=C(CCN(C2)C1)C4=CC=CC=C4N3)(C5=C(C=C6C(=C5)C78CCN9C7C(C=CC9)(C(C(C8N6C)(C(=O)OC)O)OC(=O)C)CC)OC)C(=O)OC)O.OS(=O)(=O)O. Drug 2: CN1C2=C(C=C(C=C2)N(CCCl)CCCl)N=C1CCCC(=O)O.Cl. Cell line: HCT-15. Synergy scores: CSS=18.2, Synergy_ZIP=-3.58, Synergy_Bliss=-11.5, Synergy_Loewe=-38.9, Synergy_HSA=-11.6.